From a dataset of Forward reaction prediction with 1.9M reactions from USPTO patents (1976-2016). Predict the product of the given reaction. (1) Given the reactants [F:1][C:2]([F:28])([F:27])[C@H:3]1[CH2:8][CH2:7][C@H:6]([C:9]([N:11]2[CH2:15][CH2:14][CH2:13][C@@H:12]2[CH2:16][O:17][C:18]2[C:19]([C:24](O)=[O:25])=[N:20][CH:21]=[CH:22][CH:23]=2)=[O:10])[CH2:5][CH2:4]1.C(Cl)(=O)C(Cl)=O.C(N(CC)CC)C.[N:42]1[N:43]=[C:44]([NH2:47])[NH:45][CH:46]=1, predict the reaction product. The product is: [N:42]1[N:43]=[C:44]([NH:47][C:24](=[O:25])[C:19]2[C:18]([O:17][CH2:16][C@H:12]3[CH2:13][CH2:14][CH2:15][N:11]3[C:9]([C@H:6]3[CH2:5][CH2:4][C@H:3]([C:2]([F:27])([F:1])[F:28])[CH2:8][CH2:7]3)=[O:10])=[CH:23][CH:22]=[CH:21][N:20]=2)[NH:45][CH:46]=1. (2) The product is: [OH:10][CH2:11][CH2:12][CH2:13][CH2:14][S:15][C:16]1[CH:17]=[C:18]([CH:21]=[CH:22][CH:23]=1)[CH2:19][NH2:20]. Given the reactants [H-].[Al+3].[Li+].[H-].[H-].[H-].C([O:10][CH2:11][CH2:12][CH2:13][CH2:14][S:15][C:16]1[CH:17]=[C:18]([CH:21]=[CH:22][CH:23]=1)[C:19]#[N:20])(=O)C.C(O)C.S([O-])([O-])(=O)=O.[Na+].[Na+], predict the reaction product. (3) Given the reactants Cl.[CH2:2]([N:9]1[CH:13]=[C:12]([C:14]([NH:16][CH2:17][C:18]2[CH:23]=[CH:22][C:21]([C:24](=[NH:26])[NH2:25])=[CH:20][CH:19]=2)=[O:15])[CH:11]=[N:10]1)[C:3]1[CH:8]=[CH:7][CH:6]=[CH:5][CH:4]=1.C(=O)([O-])[O-].[K+].[K+].Cl[C:34]([O:36][CH3:37])=[O:35], predict the reaction product. The product is: [NH2:26]/[C:24](=[N:25]\[C:34](=[O:35])[O:36][CH3:37])/[C:21]1[CH:20]=[CH:19][C:18]([CH2:17][NH:16][C:14]([C:12]2[CH:11]=[N:10][N:9]([CH2:2][C:3]3[CH:8]=[CH:7][CH:6]=[CH:5][CH:4]=3)[CH:13]=2)=[O:15])=[CH:23][CH:22]=1. (4) Given the reactants I[C:2]1[C:10]2[C:5](=[N:6][CH:7]=[C:8]([C:11]3[CH:12]=[C:13]([O:17]S(C4C=CC(C)=CC=4)(=O)=O)[CH:14]=[CH:15][CH:16]=3)[CH:9]=2)[N:4](S(C2C=CC(C)=CC=2)(=O)=O)[CH:3]=1.C(=O)([O-])[O-].[K+].[K+].[C:44]1([SH:50])[CH:49]=[CH:48][CH:47]=[CH:46][CH:45]=1.C(O)CO.[OH-].[K+].Cl, predict the reaction product. The product is: [C:44]1([S:50][C:2]2[C:10]3[C:5](=[N:6][CH:7]=[C:8]([C:11]4[CH:12]=[C:13]([OH:17])[CH:14]=[CH:15][CH:16]=4)[CH:9]=3)[NH:4][CH:3]=2)[CH:49]=[CH:48][CH:47]=[CH:46][CH:45]=1. (5) Given the reactants C([O:3][C:4]1[CH:5]([CH2:13][CH:14]([CH2:18][C:19]2[CH:28]=[CH:27][C:26]3[C:21](=[C:22]([O:29][CH2:30][CH2:31][O:32][CH3:33])[CH:23]=[CH:24][CH:25]=3)[CH:20]=2)[CH:15]([CH3:17])[CH3:16])[N:6]=C(OCC)CN=1)C.Cl.[C:35](=[O:38])(O)[O-].[Na+].[C:40](#N)C, predict the reaction product. The product is: [NH2:6][CH:5]([CH2:13][CH:14]([CH2:18][C:19]1[CH:28]=[CH:27][C:26]2[C:21](=[C:22]([O:29][CH2:30][CH2:31][O:32][CH3:33])[CH:23]=[CH:24][CH:25]=2)[CH:20]=1)[CH:15]([CH3:16])[CH3:17])[C:4]([O:38][CH2:35][CH3:40])=[O:3]. (6) Given the reactants Br[C:2]1[CH:7]=[CH:6][CH:5]=[C:4]([Br:8])[N:3]=1.[F:9][C:10]([C:13]1[CH:18]=[CH:17][N:16]2[C:19]([Sn](CCCC)(CCCC)CCCC)=[CH:20][N:21]=[C:15]2[N:14]=1)([CH3:12])[CH3:11], predict the reaction product. The product is: [Br:8][C:4]1[N:3]=[C:2]([C:19]2[N:16]3[CH:17]=[CH:18][C:13]([C:10]([F:9])([CH3:11])[CH3:12])=[N:14][C:15]3=[N:21][CH:20]=2)[CH:7]=[CH:6][CH:5]=1. (7) Given the reactants [CH2:1]([O:3][C:4]([C:6]1[O:7][C:8](Br)=[CH:9][CH:10]=1)=[O:5])[CH3:2].[C:12]([C:14]1[CH:19]=[CH:18][CH:17]=[CH:16][C:15]=1[F:20])#[CH:13], predict the reaction product. The product is: [CH2:1]([O:3][C:4]([C:6]1[O:7][C:8]([C:13]#[C:12][C:14]2[CH:19]=[CH:18][CH:17]=[CH:16][C:15]=2[F:20])=[CH:9][CH:10]=1)=[O:5])[CH3:2]. (8) Given the reactants [C:1](Cl)(=[O:3])[CH3:2].[CH2:5]([O:7][C:8](=[O:39])[C:9]1[C:14]([NH2:15])=[CH:13][CH:12]=[C:11]([C:16]2[CH2:20][CH2:19][CH2:18][C:17]=2[C:21]2[CH:26]=[C:25]([C:27]([F:30])([F:29])[F:28])[CH:24]=[CH:23][C:22]=2[O:31][CH2:32][C:33]2[CH:38]=[CH:37][CH:36]=[CH:35][CH:34]=2)[CH:10]=1)[CH3:6], predict the reaction product. The product is: [CH2:5]([O:7][C:8](=[O:39])[C:9]1[C:14]([NH:15][C:1](=[O:3])[CH3:2])=[CH:13][CH:12]=[C:11]([C:16]2[CH2:20][CH2:19][CH2:18][C:17]=2[C:21]2[CH:26]=[C:25]([C:27]([F:29])([F:30])[F:28])[CH:24]=[CH:23][C:22]=2[O:31][CH2:32][C:33]2[CH:38]=[CH:37][CH:36]=[CH:35][CH:34]=2)[CH:10]=1)[CH3:6]. (9) Given the reactants [NH2:1][CH2:2][C:3]1[C:8]([CH3:9])=[N:7][C:6]2[N:10]([CH2:13][CH3:14])[N:11]=[CH:12][C:5]=2[C:4]=1[NH:15][CH:16]1[CH2:21][CH2:20][O:19][CH2:18][CH2:17]1.[C:22]([C:24]1[N:29]=[CH:28][C:27]([C:30](O)=[O:31])=[CH:26][CH:25]=1)#[N:23], predict the reaction product. The product is: [C:22]([C:24]1[N:29]=[CH:28][C:27]([C:30]([NH:1][CH2:2][C:3]2[C:4]([NH:15][CH:16]3[CH2:17][CH2:18][O:19][CH2:20][CH2:21]3)=[C:5]3[CH:12]=[N:11][N:10]([CH2:13][CH3:14])[C:6]3=[N:7][C:8]=2[CH3:9])=[O:31])=[CH:26][CH:25]=1)#[N:23]. (10) The product is: [C:15]([N:11]1[CH2:12][CH2:13][CH:8]([OH:7])[CH2:9][CH2:10]1)#[N:14]. Given the reactants C(=O)(O)[O-].[Na+].O.[OH:7][CH:8]1[CH2:13][CH2:12][NH:11][CH2:10][CH2:9]1.[N:14]#[C:15]Br, predict the reaction product.